This data is from Reaction yield outcomes from USPTO patents with 853,638 reactions. The task is: Predict the reaction yield, written as a fraction of the theoretical maximum amount of product (1.0 means a 100% yield; for example, 0.34 means a 34% yield). The reactants are [C:1]([O:5][C:6]([N:8]1[C:12]2[CH:13]=[CH:14][CH:15]=[C:16]([CH3:17])[C:11]=2[N:10]=[CH:9]1)=[O:7])([CH3:4])([CH3:3])[CH3:2].[Br:18]N1C(=O)CCC1=O.N(C(C)(C)C#N)=NC(C)(C)C#N. The catalyst is C(Cl)(Cl)(Cl)Cl. The product is [C:1]([O:5][C:6]([N:8]1[C:12]2[CH:13]=[CH:14][CH:15]=[C:16]([CH2:17][Br:18])[C:11]=2[N:10]=[CH:9]1)=[O:7])([CH3:4])([CH3:3])[CH3:2]. The yield is 0.600.